From a dataset of Reaction yield outcomes from USPTO patents with 853,638 reactions. Predict the reaction yield, written as a fraction of the theoretical maximum amount of product (1.0 means a 100% yield; for example, 0.34 means a 34% yield). (1) The yield is 0.740. The product is [Cl:9][C:4]1[CH:3]=[C:2]([C:12]2[CH:11]=[N:10][CH:15]=[CH:14][CH:13]=2)[CH:7]=[C:6]([Cl:8])[CH:5]=1. The catalyst is C1(C)C=CC=CC=1.O.C(OCC)(=O)C.C1C=CC([P]([Pd]([P](C2C=CC=CC=2)(C2C=CC=CC=2)C2C=CC=CC=2)([P](C2C=CC=CC=2)(C2C=CC=CC=2)C2C=CC=CC=2)[P](C2C=CC=CC=2)(C2C=CC=CC=2)C2C=CC=CC=2)(C2C=CC=CC=2)C2C=CC=CC=2)=CC=1. The reactants are Br[C:2]1[CH:7]=[C:6]([Cl:8])[CH:5]=[C:4]([Cl:9])[CH:3]=1.[N:10]1[CH:15]=[CH:14][CH:13]=[C:12](B2OC(C)(C)C(C)(C)O2)[CH:11]=1.C([O-])([O-])=O.[Na+].[Na+]. (2) The yield is 0.890. The catalyst is C(O)C. The reactants are [CH:1]([C:3]1[CH:4]=[CH:5][C:6]([O:11][C:12]2[CH:17]=[CH:16][CH:15]=[C:14]([C:18]([F:21])([F:20])[F:19])[CH:13]=2)=[C:7]([CH:10]=1)[C:8]#[N:9])=[O:2].[BH4-].[Na+]. The product is [OH:2][CH2:1][C:3]1[CH:4]=[CH:5][C:6]([O:11][C:12]2[CH:17]=[CH:16][CH:15]=[C:14]([C:18]([F:19])([F:20])[F:21])[CH:13]=2)=[C:7]([CH:10]=1)[C:8]#[N:9]. (3) The reactants are [Cl:1][C:2]1[CH:3]=[C:4]([CH2:9][CH2:10][CH:11]=O)[CH:5]=[CH:6][C:7]=1[Cl:8].[CH3:13][C:14]([S@@:17]([NH2:19])=[O:18])([CH3:16])[CH3:15].[O-]S([O-])(=O)=O.[Mg+2]. The catalyst is C(Cl)Cl.CC1C=CC(S(O)(=O)=O)=CC=1.N1C=CC=CC=1. The product is [Cl:1][C:2]1[CH:3]=[C:4]([CH2:9][CH2:10]/[CH:11]=[N:19]/[S@:17]([C:14]([CH3:16])([CH3:15])[CH3:13])=[O:18])[CH:5]=[CH:6][C:7]=1[Cl:8]. The yield is 0.800. (4) The catalyst is C1COCC1.CO. The yield is 1.00. The reactants are [C:1]([O:5][C:6]([NH:8][C@@H:9]1[CH2:14][CH2:13][C@H:12]([C:15](O)=[O:16])[CH2:11][CH2:10]1)=[O:7])([CH3:4])([CH3:3])[CH3:2].CN1CCOCC1.ClC(OCC(C)C)=O.[BH4-].[Na+]. The product is [C:1]([O:5][C:6]([NH:8][C@H:9]1[CH2:10][CH2:11][C@@H:12]([CH2:15][OH:16])[CH2:13][CH2:14]1)=[O:7])([CH3:4])([CH3:3])[CH3:2]. (5) The reactants are [CH:1]1([N:7]([CH:18]2[CH2:23][CH2:22][CH2:21][CH2:20][CH2:19]2)[C:8]([NH:10][C:11]2[S:12][C:13]([CH:16]=O)=[CH:14][N:15]=2)=[O:9])[CH2:6][CH2:5][CH2:4][CH2:3][CH2:2]1.C(O)(=O)C.[NH:28]1[CH2:33][CH2:32][O:31][CH2:30][CH2:29]1.C(O[BH-](OC(=O)C)OC(=O)C)(=O)C.[Na+]. No catalyst specified. The product is [CH:18]1([N:7]([CH:1]2[CH2:6][CH2:5][CH2:4][CH2:3][CH2:2]2)[C:8]([NH:10][C:11]2[S:12][C:13]([CH2:16][N:28]3[CH2:33][CH2:32][O:31][CH2:30][CH2:29]3)=[CH:14][N:15]=2)=[O:9])[CH2:19][CH2:20][CH2:21][CH2:22][CH2:23]1. The yield is 0.340. (6) The reactants are [Cl:1][C:2]1[CH:7]=[CH:6][C:5]([C:8](=[NH:20])[NH:9][C:10]2[CH:15]=[CH:14][C:13]([S:16]([CH3:19])(=[O:18])=[O:17])=[CH:12][CH:11]=2)=[CH:4][CH:3]=1.C(=O)(O)[O-].[Na+].[Cl:26][C:27]1[CH:36]=[CH:35][C:30]([C:31](=O)[CH2:32]Br)=[CH:29][CH:28]=1. The catalyst is C(O)(C)C. The product is [Cl:1][C:2]1[CH:3]=[CH:4][C:5]([C:8]2[N:9]([C:10]3[CH:15]=[CH:14][C:13]([S:16]([CH3:19])(=[O:17])=[O:18])=[CH:12][CH:11]=3)[CH:32]=[C:31]([C:30]3[CH:35]=[CH:36][C:27]([Cl:26])=[CH:28][CH:29]=3)[N:20]=2)=[CH:6][CH:7]=1. The yield is 0.550.